This data is from Reaction yield outcomes from USPTO patents with 853,638 reactions. The task is: Predict the reaction yield, written as a fraction of the theoretical maximum amount of product (1.0 means a 100% yield; for example, 0.34 means a 34% yield). (1) The reactants are [N:1]1([C:7]([O:9][C:10]([CH3:13])([CH3:12])[CH3:11])=[O:8])[CH2:6][CH2:5][NH:4][CH2:3][CH2:2]1.[Cl:14][C:15]1[CH:16]=[C:17]([CH:20]=[CH:21][C:22]=1F)[C:18]#[N:19].C([O-])([O-])=O.[K+].[K+]. No catalyst specified. The product is [Cl:14][C:15]1[CH:16]=[C:17]([C:18]#[N:19])[CH:20]=[CH:21][C:22]=1[N:4]1[CH2:5][CH2:6][N:1]([C:7]([O:9][C:10]([CH3:13])([CH3:12])[CH3:11])=[O:8])[CH2:2][CH2:3]1. The yield is 0.790. (2) The reactants are [N+:1]([C:4]1[CH:12]=[C:11]2[C:7]([CH:8]=[CH:9][NH:10]2)=[CH:6][CH:5]=1)([O-:3])=[O:2].ClS([N:17]=[C:18]=O)(=O)=O.C([O-])(O)=O.[Na+]. The catalyst is CN(C=O)C.CC#N. The product is [N+:1]([C:4]1[CH:12]=[C:11]2[C:7]([C:8]([C:18]#[N:17])=[CH:9][NH:10]2)=[CH:6][CH:5]=1)([O-:3])=[O:2]. The yield is 0.820. (3) The reactants are [F-:1].[K+].Cl[C:4]1[N:8]([CH3:9])[N:7]=[C:6]([CH:10]([F:12])[F:11])[C:5]=1[CH:13]=[O:14].O. The catalyst is CN(C=O)C. The product is [F:1][C:4]1[N:8]([CH3:9])[N:7]=[C:6]([CH:10]([F:12])[F:11])[C:5]=1[CH:13]=[O:14]. The yield is 0.900. (4) The reactants are [CH3:1][CH2:2][CH:3]([OH:6])[C:4]#[N:5].O[NH2:8].[Cl:9][C:10]1[CH:11]=[C:12]([CH:16]=[CH:17][CH:18]=1)[C:13](Cl)=[O:14].C([O-])(O)=O.[Na+]. The catalyst is N1C=CC=CC=1. The product is [Cl:9][C:10]1[CH:11]=[C:12]([C:13]2[O:14][N:8]=[C:4]([CH:3]([OH:6])[CH2:2][CH3:1])[N:5]=2)[CH:16]=[CH:17][CH:18]=1. The yield is 0.440. (5) The reactants are CC([NH:9][S:10](/[CH:13]=[CH:14]/[C:15]1[CH:16]=[N:17][CH:18]=[CH:19][CH:20]=1)(=[O:12])=[O:11])(C)CC(C)(C)C.FC(F)(F)C(O)=O. The catalyst is ClCCl. The product is [N:17]1[CH:18]=[CH:19][CH:20]=[C:15](/[CH:14]=[CH:13]/[S:10]([NH2:9])(=[O:11])=[O:12])[CH:16]=1. The yield is 0.730. (6) The reactants are C([O:3][C:4](=O)[CH2:5][C:6]1[C:7]([CH2:19][CH3:20])=[N:8][N:9]([C:13]2[CH:18]=[CH:17][CH:16]=[CH:15][N:14]=2)[C:10]=1[CH2:11][CH3:12])C.[H-].C([Al+]CC(C)C)C(C)C. The catalyst is O1CCCC1. The product is [CH2:19]([C:7]1[C:6]([CH2:5][CH2:4][OH:3])=[C:10]([CH2:11][CH3:12])[N:9]([C:13]2[CH:18]=[CH:17][CH:16]=[CH:15][N:14]=2)[N:8]=1)[CH3:20]. The yield is 0.660.